This data is from Catalyst prediction with 721,799 reactions and 888 catalyst types from USPTO. The task is: Predict which catalyst facilitates the given reaction. (1) Reactant: C([O:8][N:9]1[C:15](=[O:16])[N:14]2[CH2:17][C@H:10]1[CH2:11][CH2:12][C@H:13]2[C:18]1[O:19][C:20]([N:23]2[CH2:28][CH2:27][O:26][CH2:25][CH2:24]2)=[N:21][N:22]=1)C1C=CC=CC=1. Product: [OH:8][N:9]1[C:15](=[O:16])[N:14]2[CH2:17][C@H:10]1[CH2:11][CH2:12][C@H:13]2[C:18]1[O:19][C:20]([N:23]2[CH2:24][CH2:25][O:26][CH2:27][CH2:28]2)=[N:21][N:22]=1. The catalyst class is: 123. (2) Reactant: [C:1]([O:5][C:6](=[O:17])[NH:7][C:8]1([C:11]2[O:12][C:13](I)=[CH:14][CH:15]=2)[CH2:10][CH2:9]1)([CH3:4])([CH3:3])[CH3:2].[CH3:18][S:19]([O-:21])=[O:20].[Na+].COC(=O)CCS([O-])=O.[Na+]. Product: [C:1]([O:5][C:6](=[O:17])[NH:7][C:8]1([C:11]2[O:12][C:13]([S:19]([CH3:18])(=[O:21])=[O:20])=[CH:14][CH:15]=2)[CH2:10][CH2:9]1)([CH3:4])([CH3:3])[CH3:2]. The catalyst class is: 205. (3) Reactant: [CH3:1][C:2]([CH3:34])([CH3:33])[C:3]([O:5][C:6]1[C:7]([C:26]([O:28][CH2:29][CH2:30][CH2:31][CH3:32])=[O:27])=[CH:8][CH:9]=[C:10]2[C:15]=1[N:14]=[C:13]([C:16](ON1C(=O)CCC1=O)=[O:17])[CH:12]=[CH:11]2)=[O:4].C1(C)C=CC(S(O)(=O)=O)=CC=1.[OH:46][C:47]1[CH:48]=[C:49]([CH:52]=[CH:53][C:54]=1[OH:55])[CH2:50][NH2:51]. Product: [OH:46][C:47]1[CH:48]=[C:49]([CH:52]=[CH:53][C:54]=1[OH:55])[CH2:50][NH:51][C:16]([C:13]1[CH:12]=[CH:11][C:10]2[C:15](=[C:6]([O:5][C:3](=[O:4])[C:2]([CH3:33])([CH3:34])[CH3:1])[C:7]([C:26]([O:28][CH2:29][CH2:30][CH2:31][CH3:32])=[O:27])=[CH:8][CH:9]=2)[N:14]=1)=[O:17]. The catalyst class is: 17. (4) The catalyst class is: 311. Reactant: [CH2:1]([O:8][C:9]1[C:14]([CH3:15])=[CH:13][C:12]([OH:16])=[C:11]([O:17][CH3:18])[C:10]=1[O:19][CH3:20])[C:2]1[CH:7]=[CH:6][CH:5]=[CH:4][CH:3]=1.C(=O)([O-])[O-].[K+].[K+].Cl[CH2:28][CH:29]1[CH2:31][O:30]1. Product: [CH2:1]([O:8][C:9]1[C:14]([CH3:15])=[CH:13][C:12]([O:16][CH2:28][CH:29]2[O:30][CH2:31]2)=[C:11]([O:17][CH3:18])[C:10]=1[O:19][CH3:20])[C:2]1[CH:3]=[CH:4][CH:5]=[CH:6][CH:7]=1. (5) Reactant: [F:1][C:2]1[CH:7]=[CH:6][CH:5]=[C:4]([O:8][CH2:9][CH2:10][CH2:11][CH2:12][CH2:13][CH2:14][CH2:15][CH2:16]I)[CH:3]=1.[C:18]1(=[O:28])[NH:22][C:21](=[O:23])[C:20]2=[CH:24][CH:25]=[CH:26][CH:27]=[C:19]12.[K].C(OCCCCCCCCN1C(=O)C2=CC=CC=C2C1=O)CCCCC. Product: [F:1][C:2]1[CH:3]=[C:4]([CH:5]=[CH:6][CH:7]=1)[O:8][CH2:9][CH2:10][CH2:11][CH2:12][CH2:13][CH2:14][CH2:15][CH2:16][N:22]1[C:21](=[O:23])[C:20]2=[CH:24][CH:25]=[CH:26][CH:27]=[C:19]2[C:18]1=[O:28]. The catalyst class is: 3. (6) Reactant: N[C:2]1[N:6]([CH2:7][CH:8]([CH3:10])[CH3:9])[CH:5]=[N:4][C:3]=1[C:11]#[N:12].C(I)[I:14].C(ON=O)CC(C)C. Product: [I:14][C:2]1[N:6]([CH2:7][CH:8]([CH3:10])[CH3:9])[CH:5]=[N:4][C:3]=1[C:11]#[N:12]. The catalyst class is: 22.